This data is from Experimental lipophilicity measurements (octanol/water distribution) for 4,200 compounds from AstraZeneca. The task is: Regression/Classification. Given a drug SMILES string, predict its absorption, distribution, metabolism, or excretion properties. Task type varies by dataset: regression for continuous measurements (e.g., permeability, clearance, half-life) or binary classification for categorical outcomes (e.g., BBB penetration, CYP inhibition). For this dataset (lipophilicity_astrazeneca), we predict Y. (1) The Y is 3.03 logD. The compound is CC(=O)Nc1ccc(CNc2[nH]nc3ccnc(Oc4ccccc4)c23)cc1. (2) The molecule is CCCc1c(OCc2ccc(C(=O)O)c(Br)c2)ccc(C(C)=O)c1O. The Y is 2.30 logD. (3) The drug is NC(=O)c1cnc(N[C@H]2CCCNC2)c2cc(-c3ccc(F)cc3F)sc12. The Y is 1.97 logD. (4) The molecule is CC(C)(CCCCCOCCc1ccccc1)NCCc1ccc(O)c2nc(O)sc12. The Y is 2.92 logD. (5) The drug is Cc1onc(-c2ccccc2)c1-c1ccc(S(N)(=O)=O)cc1. The Y is 2.37 logD. (6) The drug is Cc1ccc(O)c(O)c1. The Y is 1.37 logD. (7) The drug is CC(C)Cn1c(=O)n(C)c(=O)c2c(-c3ccncc3)n(Cc3cccc4ccccc34)nc21. The Y is 4.30 logD. (8) The molecule is Nc1nc(SCc2ccccc2)nc2c1ncn2[C@@H]1O[C@H](CO)[C@@H](O)[C@H]1O. The Y is 1.24 logD. (9) The compound is CC(=O)Nc1nc(N)n(-c2ccccc2)n1. The Y is -0.200 logD. (10) The compound is CCCNC[C@@H](O)COc1ccccc1C(=O)CCc1ccccc1. The Y is 1.56 logD.